This data is from Full USPTO retrosynthesis dataset with 1.9M reactions from patents (1976-2016). The task is: Predict the reactants needed to synthesize the given product. (1) Given the product [ClH:23].[ClH:23].[CH:18]1([CH2:21][O:17][C:6]2[CH:5]=[C:4]3[C:9]([C:10]([N:12]4[CH2:16][CH2:15][CH2:14][CH2:13]4)=[CH:11][C:2]([CH3:1])=[N:3]3)=[CH:8][CH:7]=2)[CH2:20][CH2:19]1, predict the reactants needed to synthesize it. The reactants are: [CH3:1][C:2]1[CH:11]=[C:10]([N:12]2[CH2:16][CH2:15][CH2:14][CH2:13]2)[C:9]2[C:4](=[CH:5][C:6]([OH:17])=[CH:7][CH:8]=2)[N:3]=1.[CH:18]1([CH2:21]Br)[CH2:20][CH2:19]1.[ClH:23]. (2) Given the product [CH3:1][C:2]([CH3:13])([CH2:6][C:7]1[CH:12]=[CH:11][CH:10]=[CH:9][CH:8]=1)[C:3]([N:27]=[N+:28]=[N-:29])=[O:4], predict the reactants needed to synthesize it. The reactants are: [CH3:1][C:2]([CH3:13])([CH2:6][C:7]1[CH:12]=[CH:11][CH:10]=[CH:9][CH:8]=1)[C:3](O)=[O:4].C(N(CC)CC)C.ClC(OCC)=O.[N-:27]=[N+:28]=[N-:29].[Na+]. (3) Given the product [F:1][C:2]1[CH:3]=[CH:4][C:5]([C:8]2[C:18]([C:19]3[CH:24]=[CH:23][N:22]=[CH:21][N:20]=3)=[C:11]3[CH:12]=[CH:13][CH:14]=[C:15]([S:16]([CH3:17])=[O:33])[N:10]3[N:9]=2)=[CH:6][CH:7]=1, predict the reactants needed to synthesize it. The reactants are: [F:1][C:2]1[CH:7]=[CH:6][C:5]([C:8]2[C:18]([C:19]3[CH:24]=[CH:23][N:22]=[CH:21][N:20]=3)=[C:11]3[CH:12]=[CH:13][CH:14]=[C:15]([S:16][CH3:17])[N:10]3[N:9]=2)=[CH:4][CH:3]=1.ClC1C=CC=C(C(OO)=[O:33])C=1.CCCCCC.C(OCC)(=O)C. (4) Given the product [OH:1][C:2]1([C:29]2[S:33][C:32]([O:39][CH3:38])=[N:31][CH:30]=2)[CH2:3][CH2:4][CH:5]([N:8]2[CH2:9][CH:10]([NH:12][C:13]([CH2:15][NH:16][C:17](=[O:28])[C:18]3[CH:23]=[CH:22][CH:21]=[C:20]([C:24]([F:27])([F:26])[F:25])[CH:19]=3)=[O:14])[CH2:11]2)[CH2:6][CH2:7]1, predict the reactants needed to synthesize it. The reactants are: [OH:1][C:2]1([C:29]2[S:33][C:32](S(C)(=O)=O)=[N:31][CH:30]=2)[CH2:7][CH2:6][CH:5]([N:8]2[CH2:11][CH:10]([NH:12][C:13]([CH2:15][NH:16][C:17](=[O:28])[C:18]3[CH:23]=[CH:22][CH:21]=[C:20]([C:24]([F:27])([F:26])[F:25])[CH:19]=3)=[O:14])[CH2:9]2)[CH2:4][CH2:3]1.[CH3:38][O-:39].[Na+].